From a dataset of Forward reaction prediction with 1.9M reactions from USPTO patents (1976-2016). Predict the product of the given reaction. (1) Given the reactants [C:1]([C:3](=[CH:17][NH:18][C:19]1[CH:24]=[CH:23][C:22]([O:25][CH3:26])=[C:21]([I:27])[CH:20]=1)[C:4]([NH:6][C:7]1[CH:12]=[C:11]([O:13][CH3:14])[C:10]([Cl:15])=[CH:9][C:8]=1[Cl:16])=O)#[N:2].CO.P(Cl)(Cl)(Cl)=O, predict the reaction product. The product is: [Cl:16][C:8]1[CH:9]=[C:10]([Cl:15])[C:11]([O:13][CH3:14])=[CH:12][C:7]=1[NH:6][C:4]1[C:24]2[C:19](=[CH:20][C:21]([I:27])=[C:22]([O:25][CH3:26])[CH:23]=2)[N:18]=[CH:17][C:3]=1[C:1]#[N:2]. (2) Given the reactants [C:1]([O:5][C:6]([C@@:8]1([CH2:23][CH2:24][CH2:25][OH:26])[CH:12]([F:13])[C:11](=[O:14])[N:10]([C@@H:15]([C:17]2[CH:22]=[CH:21][CH:20]=[CH:19][CH:18]=2)[CH3:16])[CH2:9]1)=[O:7])([CH3:4])([CH3:3])[CH3:2].[C:27]1([S:33](Cl)(=[O:35])=[O:34])[CH:32]=[CH:31][CH:30]=[CH:29][CH:28]=1.C(N(CC)CC)C.O.C(=O)(O)[O-].[Na+], predict the reaction product. The product is: [C:1]([O:5][C:6]([C@@:8]1([CH2:23][CH2:24][CH2:25][O:26][S:33]([C:27]2[CH:32]=[CH:31][CH:30]=[CH:29][CH:28]=2)(=[O:35])=[O:34])[CH:12]([F:13])[C:11](=[O:14])[N:10]([C@@H:15]([C:17]2[CH:22]=[CH:21][CH:20]=[CH:19][CH:18]=2)[CH3:16])[CH2:9]1)=[O:7])([CH3:4])([CH3:3])[CH3:2]. (3) Given the reactants [CH:1]([N:4]1[C:9](=[O:10])[CH:8]=[CH:7][C:6]([C:11]2[S:15][C:14]([C:16](OCC)=[O:17])=[N:13][C:12]=2[C:21]2[CH:26]=[CH:25][CH:24]=[CH:23][CH:22]=2)=[N:5]1)([CH3:3])[CH3:2].[N:27]1[CH:32]=[CH:31][CH:30]=[CH:29][C:28]=1[CH2:33][NH2:34].O, predict the reaction product. The product is: [CH:1]([N:4]1[C:9](=[O:10])[CH:8]=[CH:7][C:6]([C:11]2[S:15][C:14]([C:16]([NH:34][CH2:33][C:28]3[CH:29]=[CH:30][CH:31]=[CH:32][N:27]=3)=[O:17])=[N:13][C:12]=2[C:21]2[CH:26]=[CH:25][CH:24]=[CH:23][CH:22]=2)=[N:5]1)([CH3:2])[CH3:3]. (4) The product is: [OH:31][CH2:29][C@@H:25]1[CH2:24][CH2:23][CH2:28][N:35]1[C:3]1[N:8]=[C:7]([NH:9][CH2:10][C:11]2[CH:16]=[CH:15][C:14]([O:17][CH3:18])=[C:13]([Cl:19])[CH:12]=2)[C:6]([CH:20]=[O:21])=[CH:5][N:4]=1. Given the reactants CS[C:3]1[N:8]=[C:7]([NH:9][CH2:10][C:11]2[CH:16]=[CH:15][C:14]([O:17][CH3:18])=[C:13]([Cl:19])[CH:12]=2)[C:6]([CH:20]=[O:21])=[CH:5][N:4]=1.Cl[C:23]1[CH:28]=CC=[C:25]([C:29]([O:31]O)=O)[CH:24]=1.C([N:35](CC)CC)C, predict the reaction product. (5) Given the reactants [NH2:1][C:2]([CH3:12])([CH3:11])[C:3]([C:5]1[CH:10]=[CH:9][CH:8]=[CH:7][CH:6]=1)=[O:4].[CH3:13][C:14]1[CH:15]=[CH:16][C:17]([S:20](O)(=[O:22])=[O:21])=[CH:18][CH:19]=1.ClC1C=CC(S(Cl)(=O)=O)=CC=1.C(N(CC)CC)C, predict the reaction product. The product is: [CH3:11][C:2]([NH:1][S:20]([C:17]1[CH:18]=[CH:19][C:14]([CH3:13])=[CH:15][CH:16]=1)(=[O:22])=[O:21])([CH3:12])[C:3](=[O:4])[C:5]1[CH:10]=[CH:9][CH:8]=[CH:7][CH:6]=1. (6) Given the reactants [N+:1]([C:4]1[CH:5]=[CH:6][C:7]2[CH:11]([CH2:12][N+:13]([O-:15])=[O:14])[O:10][B:9]([OH:16])[C:8]=2[CH:17]=1)([O-])=O.[CH3:18][C:19]([O:22][C:23](O[C:23]([O:22][C:19]([CH3:21])([CH3:20])[CH3:18])=[O:24])=[O:24])([CH3:21])[CH3:20], predict the reaction product. The product is: [C:19]([O:22][C:23](=[O:24])[NH:1][C:4]1[CH:5]=[CH:6][C:7]2[CH:11]([CH2:12][N+:13]([O-:15])=[O:14])[O:10][B:9]([OH:16])[C:8]=2[CH:17]=1)([CH3:21])([CH3:20])[CH3:18]. (7) Given the reactants [F:1][C:2]1[CH:3]=[C:4]([CH:53]=[C:54]([F:56])[CH:55]=1)[CH2:5][C@H:6]([NH:24][C:25]([C:27]1[C:28]2[CH2:29][CH2:30][N:31]([CH:46]([CH2:50][CH2:51][CH3:52])[CH2:47][CH2:48][CH3:49])[C:32](=[O:45])[C:33]=2[CH:34]=[C:35]([C:37]2[CH:42]=[CH:41][CH:40]=[CH:39][C:38]=2[C:43]#[N:44])[CH:36]=1)=[O:26])[C@H:7]([OH:23])[CH2:8][NH:9][C:10]1([C:13]2[CH:18]=[CH:17][CH:16]=[C:15]([C:19]([F:22])([F:21])[F:20])[CH:14]=2)[CH2:12][CH2:11]1.[ClH:57], predict the reaction product. The product is: [ClH:57].[F:1][C:2]1[CH:3]=[C:4]([CH:53]=[C:54]([F:56])[CH:55]=1)[CH2:5][C@H:6]([NH:24][C:25]([C:27]1[C:28]2[CH2:29][CH2:30][N:31]([CH:46]([CH2:47][CH2:48][CH3:49])[CH2:50][CH2:51][CH3:52])[C:32](=[O:45])[C:33]=2[CH:34]=[C:35]([C:37]2[CH:42]=[CH:41][CH:40]=[CH:39][C:38]=2[C:43]#[N:44])[CH:36]=1)=[O:26])[C@H:7]([OH:23])[CH2:8][NH:9][C:10]1([C:13]2[CH:18]=[CH:17][CH:16]=[C:15]([C:19]([F:22])([F:21])[F:20])[CH:14]=2)[CH2:12][CH2:11]1. (8) Given the reactants [F:1][C:2]([F:27])([F:26])[C:3]1[CH:8]=[CH:7][C:6]([C:9]2[N:14]=[CH:13][N:12]=[C:11]([O:15][C:16]3[C:21]4[N:22]=[C:23]([NH2:25])[S:24][C:20]=4[CH:19]=[CH:18][CH:17]=3)[CH:10]=2)=[CH:5][CH:4]=1.Cl[C:29]([O:31][CH3:32])=[O:30], predict the reaction product. The product is: [CH3:32][O:31][C:29](=[O:30])[NH:25][C:23]1[S:24][C:20]2[CH:19]=[CH:18][CH:17]=[C:16]([O:15][C:11]3[CH:10]=[C:9]([C:6]4[CH:7]=[CH:8][C:3]([C:2]([F:26])([F:1])[F:27])=[CH:4][CH:5]=4)[N:14]=[CH:13][N:12]=3)[C:21]=2[N:22]=1.